Dataset: Forward reaction prediction with 1.9M reactions from USPTO patents (1976-2016). Task: Predict the product of the given reaction. (1) Given the reactants [N:1]1[CH:6]=[CH:5][CH:4]=[C:3]([CH2:7][O:8][C:9](=[O:21])[NH:10][CH2:11][C:12]2[CH:17]=[CH:16][C:15]([C:18]([NH2:20])=[O:19])=[CH:14][CH:13]=2)[CH:2]=1.CC([N:26]([C:30]1[C:31](Cl)=[N:32][C:33]([Cl:36])=[CH:34][CH:35]=1)[C:27](=[O:29])[O-:28])(C)C.[CH3:38][C:39]1(C)[C:65]2C(=C(P(C3C=CC=CC=3)C3C=CC=CC=3)C=CC=2)OC2C(P(C3C=CC=CC=3)C3C=CC=CC=3)=CC=C[C:40]1=2.[O-]P([O-])([O-])=O.[K+].[K+].[K+], predict the reaction product. The product is: [N:1]1[CH:6]=[CH:5][CH:4]=[C:3]([CH2:7][O:8][C:9](=[O:21])[NH:10][CH2:11][C:12]2[CH:13]=[CH:14][C:15]([C:18]([NH:20][C:31]3[C:30]([NH:26][C:27]([O:28][C:39]([CH3:65])([CH3:40])[CH3:38])=[O:29])=[CH:35][CH:34]=[C:33]([Cl:36])[N:32]=3)=[O:19])=[CH:16][CH:17]=2)[CH:2]=1. (2) Given the reactants [CH:1]1([C:4]2[N:5]=[CH:6][C:7]([NH:10][C@H:11]3[CH2:15][CH2:14][CH2:13][C@@H:12]3[NH:16][C:17](=[O:29])[C:18]3[CH:23]=[CH:22][CH:21]=[CH:20][C:19]=3[N:24]3[N:28]=[CH:27][CH:26]=[N:25]3)=[N:8][CH:9]=2)[CH2:3][CH2:2]1.BrC1N=CC(N[C@H]2CCC[C@@H]2NC(=O)C2C=CC=CC=2N2N=CC=N2)=NC=1.ClC1N=CC(N[C@H]2CCC[C@@H]2NC(=O)C2C=CC=CC=2N2N=CC=N2)=NC=1.CC1(C)C(C)(C)OB(C(C)=C)O1, predict the reaction product. The product is: [CH3:3][CH:1]([C:4]1[N:5]=[CH:6][C:7]([NH:10][C@H:11]2[CH2:15][CH2:14][CH2:13][C@@H:12]2[NH:16][C:17](=[O:29])[C:18]2[CH:23]=[CH:22][CH:21]=[CH:20][C:19]=2[N:24]2[N:28]=[CH:27][CH:26]=[N:25]2)=[N:8][CH:9]=1)[CH3:2]. (3) Given the reactants [Cl:1][C:2]1[CH:7]=[C:6]([Cl:8])[N:5]=[C:4]([N:9]2[CH2:14][CH2:13][O:12][CH2:11][CH2:10]2)[CH:3]=1.[N+:15]([O-])([O-:17])=[O:16].[K+].[OH-].[Na+], predict the reaction product. The product is: [Cl:1][C:2]1[C:7]([N+:15]([O-:17])=[O:16])=[C:6]([Cl:8])[N:5]=[C:4]([N:9]2[CH2:10][CH2:11][O:12][CH2:13][CH2:14]2)[CH:3]=1. (4) Given the reactants C(Cl)CCl.[CH3:5][NH:6][CH2:7][C:8]1[NH:9][C:10]2[C:15]([C:16]=1[CH3:17])=[CH:14][CH:13]=[CH:12][CH:11]=2.Cl.C[C:20]1([CH3:37])[CH2:26][O:25][C:24]2[CH:27]=[C:28](/[CH:31]=[CH:32]/[C:33]([OH:35])=O)[CH:29]=[N:30][C:23]=2[NH:22][C:21]1=[O:36].C1C=CC2N(O)N=NC=2C=1.CCN(C(C)C)C(C)C, predict the reaction product. The product is: [CH3:37][C:20]1([CH3:26])[O:25][C:24]2[CH:27]=[C:28](/[CH:31]=[CH:32]/[C:33]([N:6]([CH3:5])[CH2:7][C:8]3[NH:9][C:10]4[C:15]([C:16]=3[CH3:17])=[CH:14][CH:13]=[CH:12][CH:11]=4)=[O:35])[CH:29]=[N:30][C:23]=2[NH:22][C:21]1=[O:36]. (5) Given the reactants [CH2:1]([CH:3]([CH2:9][CH3:10])[CH:4]=[CH:5][C:6]([O-:8])=[O:7])[CH3:2], predict the reaction product. The product is: [CH2:1]([CH:3]([CH2:9][CH3:10])[CH2:4][CH2:5][C:6]([OH:8])=[O:7])[CH3:2]. (6) Given the reactants [CH2:1]([O:8][C:9]1[CH:10]=[C:11]([C:15]([C:17]2[CH:22]=[C:21]([O:23][CH3:24])[CH:20]=[C:19]([O:25][CH3:26])[CH:18]=2)=O)[CH:12]=[CH:13][CH:14]=1)[C:2]1[CH:7]=[CH:6][CH:5]=[CH:4][CH:3]=1.C(OP([CH2:35][C:36]#[N:37])(=O)OCC)C.C[Si]([N-][Si](C)(C)C)(C)C.[Li+].O1C2C=CC(C(C3C=C(OC)C=C(OC)C=3)=CC#N)=CC=2OCC1, predict the reaction product. The product is: [CH2:1]([O:8][C:9]1[CH:10]=[C:11]([C:15]([C:17]2[CH:22]=[C:21]([O:23][CH3:24])[CH:20]=[C:19]([O:25][CH3:26])[CH:18]=2)=[CH:35][C:36]#[N:37])[CH:12]=[CH:13][CH:14]=1)[C:2]1[CH:7]=[CH:6][CH:5]=[CH:4][CH:3]=1. (7) Given the reactants [F:1][C:2]1[C:3]([C:28]2[N:33]=[CH:32][CH:31]=[CH:30][N:29]=2)=[C:4]([C:8]([N:10]2[C@@H:14]3[CH2:15][CH2:16][C@H:11]2[C@H:12]([NH:17][C:18]2[CH:23]=[N:22][C:21]([C:24]([F:27])([F:26])[F:25])=[CH:20][N:19]=2)[CH2:13]3)=[O:9])[CH:5]=[CH:6][CH:7]=1.[CH3:34]C(C)([O-])C.[Na+], predict the reaction product. The product is: [F:1][C:2]1[C:3]([C:28]2[N:29]=[CH:30][CH:31]=[CH:32][N:33]=2)=[C:4]([C:8]([N:10]2[C@@H:14]3[CH2:15][CH2:16][C@H:11]2[C@H:12]([N:17]([CH3:34])[C:18]2[CH:23]=[N:22][C:21]([C:24]([F:25])([F:27])[F:26])=[CH:20][N:19]=2)[CH2:13]3)=[O:9])[CH:5]=[CH:6][CH:7]=1. (8) Given the reactants [C:1]([C:3]1[CH:8]=[CH:7][C:6]([C:9]2[N:10]=[C:11]([O:27][CH2:28][C@@H:29]3[CH2:33][CH2:32][N:31]([C:34]([O:36][C:37]([CH3:40])([CH3:39])[CH3:38])=[O:35])[CH2:30]3)[C:12]3[N:13]([CH:22]=[C:23]([CH2:25][OH:26])[N:24]=3)[C:14]=2[C:15]2[CH:20]=[CH:19][C:18]([CH3:21])=[CH:17][CH:16]=2)=[CH:5][CH:4]=1)#[N:2].C(=O)(O)[O-].[Na+].CC(OI1(OC(C)=O)(OC(C)=O)OC(=O)C2C=CC=CC1=2)=O, predict the reaction product. The product is: [C:1]([C:3]1[CH:8]=[CH:7][C:6]([C:9]2[N:10]=[C:11]([O:27][CH2:28][C@@H:29]3[CH2:33][CH2:32][N:31]([C:34]([O:36][C:37]([CH3:40])([CH3:39])[CH3:38])=[O:35])[CH2:30]3)[C:12]3[N:13]([CH:22]=[C:23]([CH:25]=[O:26])[N:24]=3)[C:14]=2[C:15]2[CH:20]=[CH:19][C:18]([CH3:21])=[CH:17][CH:16]=2)=[CH:5][CH:4]=1)#[N:2].